Predict the reactants needed to synthesize the given product. From a dataset of Full USPTO retrosynthesis dataset with 1.9M reactions from patents (1976-2016). (1) Given the product [Cl:16][C:14]1[C:13](=[O:17])[N:6]([CH2:7][CH:8]([CH3:10])[CH3:9])[C:3]([CH:2]([CH3:1])[CH2:11][CH3:12])=[C:4]([Cl:24])[N:5]=1, predict the reactants needed to synthesize it. The reactants are: [CH3:1][CH:2]([CH2:11][CH3:12])[CH:3]([NH:6][CH2:7][CH:8]([CH3:10])[CH3:9])[C:4]#[N:5].[C:13](Cl)(=[O:17])[C:14]([Cl:16])=O.CN(C)C=O.[Cl:24]C1C=CC=CC=1. (2) Given the product [CH:28]([O:1][C:2]1[CH:11]=[C:10]2[C:5]([C:6](=[O:20])[C:7]([C:12]3[CH:17]=[CH:16][C:15]([O:18][CH3:19])=[CH:14][CH:13]=3)=[CH:8][O:9]2)=[CH:4][CH:3]=1)([CH3:30])[CH3:29], predict the reactants needed to synthesize it. The reactants are: [OH:1][C:2]1[CH:11]=[C:10]2[C:5]([C:6](=[O:20])[C:7]([C:12]3[CH:17]=[CH:16][C:15]([O:18][CH3:19])=[CH:14][CH:13]=3)=[CH:8][O:9]2)=[CH:4][CH:3]=1.C([O-])([O-])=O.[K+].[K+].Br[CH:28]([CH3:30])[CH3:29].CN(C=O)C. (3) Given the product [Cl:9][C:10]1[CH:15]=[C:14]([Cl:16])[CH:13]=[CH:12][C:11]=1[S:17]([NH:1][C:2]1[O:6][N:5]=[C:4]([CH3:7])[C:3]=1[Br:8])(=[O:19])=[O:18], predict the reactants needed to synthesize it. The reactants are: [NH2:1][C:2]1[O:6][N:5]=[C:4]([CH3:7])[C:3]=1[Br:8].[Cl:9][C:10]1[CH:15]=[C:14]([Cl:16])[CH:13]=[CH:12][C:11]=1[S:17](Cl)(=[O:19])=[O:18]. (4) Given the product [CH3:1][NH:2][C:3]([C:5]1[NH:6][C:7]2[C:12]([C:13]=1[Cl:17])=[CH:11][CH:10]=[CH:9][CH:8]=2)=[O:4], predict the reactants needed to synthesize it. The reactants are: [CH3:1][NH:2][C:3]([C:5]1[NH:6][C:7]2[C:12]([CH:13]=1)=[CH:11][CH:10]=[CH:9][CH:8]=2)=[O:4].C(#N)C.[Cl:17]N1C(=O)CCC1=O. (5) Given the product [O:1]=[C:2]1[C:10]2[C:5](=[CH:6][CH:7]=[CH:8][CH:9]=2)[CH:4]([S:11][CH2:12][C:13]([NH:28][C:29]2[N:34]=[CH:33][CH:32]=[CH:31][N:30]=2)=[O:15])[N:3]1[CH2:16][C:17]1[S:18][CH:19]=[CH:20][CH:21]=1, predict the reactants needed to synthesize it. The reactants are: [O:1]=[C:2]1[C:10]2[C:5](=[CH:6][CH:7]=[CH:8][CH:9]=2)[CH:4]([S:11][CH2:12][C:13]([OH:15])=O)[N:3]1[CH2:16][C:17]1[S:18][CH:19]=[CH:20][CH:21]=1.C(Cl)(=O)C(Cl)=O.[NH2:28][C:29]1[N:34]=[CH:33][CH:32]=[CH:31][N:30]=1.N1C=CC=CC=1.Cl. (6) Given the product [F:18][C:14]1[CH:13]=[C:12]2[C:17](=[CH:16][CH:15]=1)[NH:8][C:9]([CH3:20])([CH3:19])[CH2:10][CH2:11]2, predict the reactants needed to synthesize it. The reactants are: C([N:8]1[C:17]2[C:12](=[CH:13][C:14]([F:18])=[CH:15][CH:16]=2)[CH2:11][CH2:10][C:9]1([CH3:20])[CH3:19])C1C=CC=CC=1. (7) Given the product [NH:17]1[C:21]2[CH:22]=[CH:23][CH:24]=[C:25]([NH:26][C:9]([NH:8][CH2:7][C:6]3[CH:11]=[CH:12][C:3]([C:2]([F:13])([F:14])[F:1])=[CH:4][CH:5]=3)=[O:10])[C:20]=2[N:19]=[CH:18]1, predict the reactants needed to synthesize it. The reactants are: [F:1][C:2]([F:14])([F:13])[C:3]1[CH:12]=[CH:11][C:6]([CH2:7][N:8]=[C:9]=[O:10])=[CH:5][CH:4]=1.Cl.Cl.[NH:17]1[C:21]2[CH:22]=[CH:23][CH:24]=[C:25]([NH2:26])[C:20]=2[N:19]=[CH:18]1. (8) Given the product [CH3:21][CH:2]([CH3:1])[CH2:3][S:4]([CH2:7][C@H:8]([CH2:12][C:13]([N:15]1[CH2:20][CH2:19][O:18][CH2:17][CH2:16]1)=[O:14])[C:9]([NH:22][C@H:23]([C:24]([C:26]1[O:30][N:29]=[C:28]([C:31]2[CH:36]=[CH:35][CH:34]=[CH:33][CH:32]=2)[N:27]=1)=[O:25])[CH2:37][CH3:38])=[O:11])(=[O:5])=[O:6], predict the reactants needed to synthesize it. The reactants are: [CH3:1][CH:2]([CH3:21])[CH2:3][S:4]([CH2:7][CH:8]([CH2:12][C:13]([N:15]1[CH2:20][CH2:19][O:18][CH2:17][CH2:16]1)=[O:14])[C:9]([OH:11])=O)(=[O:6])=[O:5].[NH2:22][CH:23]([CH2:37][CH3:38])[C@@H:24]([C:26]1[O:30][N:29]=[C:28]([C:31]2[CH:36]=[CH:35][CH:34]=[CH:33][CH:32]=2)[N:27]=1)[OH:25]. (9) Given the product [F:1][C:2]1[CH:3]=[CH:4][C:5]([OH:27])=[C:6]([CH3:26])[C:7]=1[NH:8][CH2:9][C:10]1[CH:15]=[C:14]([O:16][CH3:17])[CH:13]=[C:12]([C:18]2[CH:23]=[CH:22][CH:21]=[C:20]([F:24])[CH:19]=2)[CH:11]=1, predict the reactants needed to synthesize it. The reactants are: [F:1][C:2]1[C:7]([NH:8][C:9](=O)[C:10]2[CH:15]=[C:14]([O:16][CH3:17])[CH:13]=[C:12]([C:18]3[CH:23]=[CH:22][CH:21]=[C:20]([F:24])[CH:19]=3)[CH:11]=2)=[C:6]([CH3:26])[C:5]([OH:27])=[CH:4][CH:3]=1. (10) Given the product [CH3:18][C:12]1[N:11]=[CH:10][C:9]2[C:14](=[CH:15][CH:16]=[CH:17][C:8]=2[O:39][CH2:36][CH2:42][N:30]2[CH2:31][CH2:32][C:27](=[CH:26][C:25]3[CH:24]=[C:23]([N+:20]([O-:22])=[O:21])[CH:35]=[CH:34][CH:33]=3)[CH2:28][CH2:29]2)[N:13]=1, predict the reactants needed to synthesize it. The reactants are: CS(OCC[C:8]1[CH:17]=[CH:16][CH:15]=[C:14]2[C:9]=1[CH:10]=[N:11][C:12]([CH3:18])=[N:13]2)(=O)=O.Cl.[N+:20]([C:23]1[CH:24]=[C:25]([CH:33]=[CH:34][CH:35]=1)[CH:26]=[C:27]1[CH2:32][CH2:31][NH:30][CH2:29][CH2:28]1)([O-:22])=[O:21].[C:36](=[O:39])([O-])[O-].[K+].[K+].[CH3:42]N(C)C=O.